This data is from Catalyst prediction with 721,799 reactions and 888 catalyst types from USPTO. The task is: Predict which catalyst facilitates the given reaction. Reactant: [C:1]([O:5][C:6]([NH:8][C@@H:9](CC1C=CC=CC=1)[CH2:10][C@@H:11]1[O:15][C:14]([CH3:17])([CH3:16])[N:13]([C:18]([O:20][CH2:21][C:22]2[CH:27]=[CH:26][CH:25]=[CH:24][CH:23]=2)=[O:19])[C@H:12]1[CH2:28][C:29]1[CH:34]=[CH:33][C:32](OC(=O)C(F)(F)F)=[CH:31][CH:30]=1)=[O:7])([CH3:4])([CH3:3])[CH3:2].[Li+].[Cl-].[CH3:51][N:52]([CH:54]=O)C. Product: [C:1]([O:5][C:6]([NH:8][C@@H:9]([CH2:21][C:22]1[CH:27]=[CH:26][CH:25]=[CH:24][CH:23]=1)[CH2:10][C@@H:11]1[O:15][C:14]([CH3:16])([CH3:17])[N:13]([C:18]([O:20][CH2:21][C:22]2[CH:27]=[CH:26][CH:25]=[CH:24][CH:23]=2)=[O:19])[C@H:12]1[CH2:28][C:29]1[CH:34]=[CH:33][C:32]([C:2]2[CH:51]=[N:52][CH:54]=[CH:3][CH:1]=2)=[CH:31][CH:30]=1)=[O:7])([CH3:2])([CH3:3])[CH3:4]. The catalyst class is: 235.